Regression. Given a peptide amino acid sequence and an MHC pseudo amino acid sequence, predict their binding affinity value. This is MHC class I binding data. From a dataset of Peptide-MHC class I binding affinity with 185,985 pairs from IEDB/IMGT. The peptide sequence is KFKRKLMYV. The MHC is HLA-A68:02 with pseudo-sequence HLA-A68:02. The binding affinity (normalized) is 0.0847.